From a dataset of Reaction yield outcomes from USPTO patents with 853,638 reactions. Predict the reaction yield, written as a fraction of the theoretical maximum amount of product (1.0 means a 100% yield; for example, 0.34 means a 34% yield). (1) The reactants are Br[C:2]1[CH:3]=[C:4]([CH3:9])[CH:5]=[C:6]([CH3:8])[CH:7]=1.[CH2:10]([NH2:16])[CH2:11][CH2:12][CH2:13][CH2:14][CH3:15]. No catalyst specified. The product is [CH2:10]([NH:16][C:2]1[CH:3]=[C:4]([CH3:9])[CH:5]=[C:6]([CH3:8])[CH:7]=1)[CH2:11][CH2:12][CH2:13][CH2:14][CH3:15]. The yield is 0.910. (2) The product is [C:87]([CH2:86][CH2:85][CH2:84][N:8]([CH3:59])[C@H:9]([C:13]([NH:15][C@H:16]([C:20]([N:22]([C@@H:24]([C@@H:55]([CH3:58])[CH2:56][CH3:57])[C@H:25]([O:53][CH3:54])[CH2:26][C:27]([N:29]1[CH2:33][CH2:32][CH2:31][C@H:30]1[C@H:34]([O:51][CH3:52])[C@@H:35]([CH3:50])[C:36]([NH:38][C@@H:39]([CH2:40][C:41]1[CH:46]=[CH:45][CH:44]=[CH:43][CH:42]=1)[C:47]([N:60]1[CH2:65][CH2:64][O:63][CH2:62][CH2:61]1)=[O:49])=[O:37])=[O:28])[CH3:23])=[O:21])[CH:17]([CH3:19])[CH3:18])=[O:14])[CH:66]([CH3:67])[CH3:71])([OH:89])=[O:88]. The reactants are C(OC([N:8]([CH3:59])[C@H:9]([C:13]([NH:15][C@H:16]([C:20]([N:22]([C@@H:24]([C@@H:55]([CH3:58])[CH2:56][CH3:57])[C@H:25]([O:53][CH3:54])[CH2:26][C:27]([N:29]1[CH2:33][CH2:32][CH2:31][C@H:30]1[C@H:34]([O:51][CH3:52])[C@@H:35]([CH3:50])[C:36]([NH:38][C@H:39]([C:47]([OH:49])=O)[CH2:40][C:41]1[CH:46]=[CH:45][CH:44]=[CH:43][CH:42]=1)=[O:37])=[O:28])[CH3:23])=[O:21])[CH:17]([CH3:19])[CH3:18])=[O:14])C(C)C)=O)(C)(C)C.[NH:60]1[CH2:65][CH2:64][O:63][CH2:62][CH2:61]1.[CH:66]1[CH:67]=CC2N(O)N=NC=2[CH:71]=1.FC(F)(F)C(O)=O.O=[CH:84][CH2:85][CH2:86][C:87]([OH:89])=[O:88].C([BH3-])#N.[Na+]. The catalyst is C(Cl)CCl. The yield is 0.760. (3) The reactants are [CH:1]([C:4]1[CH:9]=[CH:8][CH:7]=[CH:6][C:5]=1[NH:10][C:11]([NH:13]/[N:14]=[CH:15]/[C:16]1[CH:21]=[CH:20][C:19]([C:22]2[N:26]=[CH:25][N:24]([C:27]3[CH:32]=[CH:31][C:30]([O:33][C:34]([F:37])([F:36])[F:35])=[CH:29][CH:28]=3)[N:23]=2)=[CH:18][CH:17]=1)=[S:12])([CH3:3])[CH3:2].C(=O)([O-])[O-].[K+].[K+].Br[CH2:45][CH2:46]Cl. The catalyst is CC(=O)CC.C(Cl)Cl. The product is [CH:1]([C:4]1[CH:9]=[CH:8][CH:7]=[CH:6][C:5]=1[N:10]1[CH2:46][CH2:45][S:12]/[C:11]/1=[N:13]/[N:14]=[CH:15]\[C:16]1[CH:17]=[CH:18][C:19]([C:22]2[N:26]=[CH:25][N:24]([C:27]3[CH:28]=[CH:29][C:30]([O:33][C:34]([F:37])([F:35])[F:36])=[CH:31][CH:32]=3)[N:23]=2)=[CH:20][CH:21]=1)([CH3:3])[CH3:2]. The yield is 0.610. (4) The yield is 0.965. The product is [F:1][C:2]1[CH:3]=[C:4]2[C:9](=[C:10]([O:13][CH3:14])[C:11]=1[F:12])[N:8]([C@@H:15]1[CH2:17][C@@H:16]1[F:18])[CH:7]=[C:6]([C:19]([OH:21])=[O:20])[C:5]2=[O:24]. The reactants are [F:1][C:2]1[CH:3]=[C:4]2[C:9](=[C:10]([O:13][CH3:14])[C:11]=1[F:12])[N:8]([C@@H:15]1[CH2:17][C@@H:16]1[F:18])[CH:7]=[C:6]([C:19]([O:21]CC)=[O:20])[C:5]2=[O:24].Cl. The catalyst is C(O)(=O)C. (5) The reactants are [C:1]1(C2C=CC=CC=2)[CH:6]=[CH:5][C:4]([CH2:7][N:8]([CH2:16][CH2:17][CH2:18][N:19]([CH2:29][C:30]2[CH:35]=[CH:34][C:33](C3C=CC=CC=3)=[CH:32][CH:31]=2)[C:20]([O:22][CH2:23][C:24]2[S:28][CH:27]=[N:26][CH:25]=2)=[O:21])C(=O)OC(C)(C)C)=[CH:3][CH:2]=1.[N:48]1[CH:53]=[CH:52][CH:51]=[CH:50][C:49]=1[C:54]1[CH:61]=[CH:60][C:57]([CH:58]=O)=[CH:56][CH:55]=1.CC(O)=O. No catalyst specified. The yield is 0.840. The product is [CH2:29]([N:19]([CH2:18][CH2:17][CH2:16][N:8]([CH2:7][C:4]1[CH:3]=[CH:2][CH:1]=[CH:6][CH:5]=1)[CH2:58][C:57]1[CH:60]=[CH:61][C:54]([C:49]2[CH:50]=[CH:51][CH:52]=[CH:53][N:48]=2)=[CH:55][CH:56]=1)[C:20](=[O:21])[O:22][CH2:23][C:24]1[S:28][CH:27]=[N:26][CH:25]=1)[C:30]1[CH:35]=[CH:34][CH:33]=[CH:32][CH:31]=1. (6) The reactants are C(NCC)C.C([Li])CCC.[CH2:11]([Sn:15](Cl)([CH2:20][CH2:21][CH2:22][CH3:23])[CH2:16][CH2:17][CH2:18][CH3:19])[CH2:12][CH2:13][CH3:14].[O:25]1[CH2:29]C[CH2:27][CH2:26]1. No catalyst specified. The product is [CH2:11]([Sn:15]([CH2:20][CH2:21][CH2:22][CH3:23])([CH2:16][CH2:17][CH2:18][CH3:19])[C:27]#[C:26][O:25][CH3:29])[CH2:12][CH2:13][CH3:14]. The yield is 0.780. (7) The reactants are [S:1]([Cl:5])(=O)(=[O:3])[OH:2].[CH3:6][O:7][C:8]1[CH:13]=[CH:12][C:11]([C:14]([F:17])([F:16])[F:15])=[CH:10][CH:9]=1. No catalyst specified. The product is [CH3:6][O:7][C:8]1[CH:9]=[CH:10][C:11]([C:14]([F:15])([F:16])[F:17])=[CH:12][C:13]=1[S:1]([Cl:5])(=[O:3])=[O:2]. The yield is 0.110. (8) The reactants are [Br:1][C:2]1[CH:7]=[C:6]([O:8][C:9]([F:12])([F:11])[F:10])[CH:5]=[CH:4][C:3]=1[NH2:13].[C:21](O[C:21]([C:23]([F:26])([F:25])[F:24])=[O:22])([C:23]([F:26])([F:25])[F:24])=[O:22].N1C=[CH:31][CH:30]=[CH:29][CH:28]=1.C(Br)/C=C/C.C([O-])([O-])=O.[K+].[K+]. The catalyst is C(Cl)Cl.O. The product is [Br:1][C:2]1[CH:7]=[C:6]([O:8][C:9]([F:11])([F:12])[F:10])[CH:5]=[CH:4][C:3]=1[N:13]([CH2:28][CH:29]=[CH:30][CH3:31])[C:21](=[O:22])[C:23]([F:24])([F:25])[F:26]. The yield is 0.870. (9) The reactants are P(Cl)(Cl)([Cl:3])=O.[NH2:6][C:7]1[CH:8]=[C:9]2[C:14](=[CH:15][C:16]=1[Cl:17])[C:13](=O)[NH:12][CH:11]=[CH:10]2.[OH-].[Na+]. No catalyst specified. The product is [Cl:3][C:13]1[C:14]2[C:9](=[CH:8][C:7]([NH2:6])=[C:16]([Cl:17])[CH:15]=2)[CH:10]=[CH:11][N:12]=1. The yield is 0.550. (10) The reactants are [NH2:1][CH2:2][CH:3]([OH:6])[CH2:4][OH:5].[F:7][C:8]([F:15])([F:14])[C:9](OCC)=[O:10]. The catalyst is O1CCCC1. The product is [OH:6][CH:3]([CH2:4][OH:5])[CH2:2][NH:1][C:9](=[O:10])[C:8]([F:15])([F:14])[F:7]. The yield is 0.950.